Dataset: Reaction yield outcomes from USPTO patents with 853,638 reactions. Task: Predict the reaction yield, written as a fraction of the theoretical maximum amount of product (1.0 means a 100% yield; for example, 0.34 means a 34% yield). (1) The reactants are [CH3:1][O:2][C:3](=[O:22])[C@@H:4]([NH:14][C:15]([O:17]C(C)(C)C)=O)[CH2:5][C:6]1[CH:11]=[CH:10][C:9]([O:12][CH3:13])=[CH:8][CH:7]=1.C(O)(C(F)(F)F)=O.[CH2:30]([O:37][C:38]([NH:40][C:41]1(C(O)=O)[CH2:43][CH2:42]1)=[O:39])[C:31]1[CH:36]=[CH:35][CH:34]=[CH:33][CH:32]=1.CN(C(ON1N=NC2C=CC=NC1=2)=[N+](C)C)C.F[P-](F)(F)(F)(F)F.C(N(CC)C(C)C)(C)C. The catalyst is C(Cl)Cl. The product is [CH3:1][O:2][C:3](=[O:22])[C@@H:4]([NH:14][C:15]([C:41]1([NH:40][C:38]([O:37][CH2:30][C:31]2[CH:36]=[CH:35][CH:34]=[CH:33][CH:32]=2)=[O:39])[CH2:42][CH2:43]1)=[O:17])[CH2:5][C:6]1[CH:7]=[CH:8][C:9]([O:12][CH3:13])=[CH:10][CH:11]=1. The yield is 0.890. (2) The reactants are [Cl:1][C:2]1[N:10]([CH2:11][CH:12]=[CH2:13])[C:9]2[C:8](=[O:14])[NH:7][C:6](=[O:15])[NH:5][C:4]=2[N:3]=1.C(=O)([O-])[O-].[Na+].[Na+].CS(O[CH2:27][CH2:28][CH:29]1[CH2:31][CH2:30]1)(=O)=O. The catalyst is CN(C)C=O. The product is [Cl:1][C:2]1[N:10]([CH2:11][CH:12]=[CH2:13])[C:9]2[C:8](=[O:14])[NH:7][C:6](=[O:15])[N:5]([CH2:27][CH2:28][CH:29]3[CH2:31][CH2:30]3)[C:4]=2[N:3]=1. The yield is 0.490. (3) The yield is 0.150. The product is [CH3:1][C:2]1[CH:11]=[C:10]([CH3:12])[C:9]([C:13]2[NH:14][C:15]([C@@H:18]3[CH2:22][CH2:21][CH2:20][O:19]3)=[CH:16][N:17]=2)=[CH:8][C:3]=1[C:4]([N:48]1[CH2:53][CH2:52][CH:51]([C:54]2[CH:61]=[CH:60][C:57]([C:58]#[N:59])=[CH:56][CH:55]=2)[CH2:50][CH2:49]1)=[O:6]. The reactants are [CH3:1][C:2]1[CH:11]=[C:10]([CH3:12])[C:9]([C:13]2[NH:14][C:15]([C@@H:18]3[CH2:22][CH2:21][CH2:20][O:19]3)=[CH:16][N:17]=2)=[CH:8][C:3]=1[C:4]([O:6]C)=O.CN(C(ON1N=NC2C=CC=CC1=2)=[N+](C)C)C.F[P-](F)(F)(F)(F)F.Cl.[NH:48]1[CH2:53][CH2:52][CH:51]([C:54]2[CH:61]=[CH:60][C:57]([C:58]#[N:59])=[CH:56][CH:55]=2)[CH2:50][CH2:49]1.CCN(C(C)C)C(C)C. The catalyst is CN(C)C=O. (4) The reactants are [CH:1]1([CH2:4][NH:5][N:6]2[C:15]3[C:10](=[CH:11][CH:12]=[CH:13][CH:14]=3)[C:9]([OH:16])=[C:8]([C:17]3[NH:22][C:21]4[CH:23]=[CH:24][C:25]([OH:27])=[CH:26][C:20]=4[S:19](=[O:29])(=[O:28])[N:18]=3)[C:7]2=[O:30])[CH2:3][CH2:2]1.Br[CH2:32][C:33]([O:35][C:36]([CH3:39])([CH3:38])[CH3:37])=[O:34].C(=O)([O-])[O-].[K+].[K+].C(O)(=O)C. The catalyst is CN(C)C=O.[I-].C([N+](CCCC)(CCCC)CCCC)CCC.O. The product is [CH:1]1([CH2:4][NH:5][N:6]2[C:15]3[C:10](=[CH:11][CH:12]=[CH:13][CH:14]=3)[C:9]([OH:16])=[C:8]([C:17]3[NH:22][C:21]4[CH:23]=[CH:24][C:25]([O:27][CH2:32][C:33]([O:35][C:36]([CH3:39])([CH3:38])[CH3:37])=[O:34])=[CH:26][C:20]=4[S:19](=[O:28])(=[O:29])[N:18]=3)[C:7]2=[O:30])[CH2:2][CH2:3]1. The yield is 0.380. (5) The reactants are [F:1][C:2]1[CH:3]=[N:4][NH:5][CH:6]=1.[H-].[Na+].Br[CH:10]([CH2:21][CH2:22]Br)[C:11]([O:13][CH2:14][C:15]1[CH:20]=[CH:19][CH:18]=[CH:17][CH:16]=1)=[O:12]. The catalyst is O1CCCC1.C(OCC)(=O)C. The product is [F:1][C:2]1[CH:3]=[N:4][N:5]([C:10]2([C:11]([O:13][CH2:14][C:15]3[CH:20]=[CH:19][CH:18]=[CH:17][CH:16]=3)=[O:12])[CH2:22][CH2:21]2)[CH:6]=1. The yield is 0.304. (6) The reactants are [C:1]([C:5]1[CH:10]=[CH:9][C:8]([CH2:11][C:12]#[N:13])=[CH:7][CH:6]=1)([CH3:4])([CH3:3])[CH3:2].C([O:16][C:17]([C:19]1[N:23]([CH3:24])[N:22]=[C:21]([CH3:25])[C:20]=1[CH3:26])=O)C.C(C1C=CC(C)=NC=1)C.C(OCCOCCO)C.CO.C[O-].[Na+]. The catalyst is O.CCCCCCC. The product is [O:16]=[C:17]([C:19]1[N:23]([CH3:24])[N:22]=[C:21]([CH3:25])[C:20]=1[CH3:26])[CH:11]([C:8]1[CH:7]=[CH:6][C:5]([C:1]([CH3:4])([CH3:2])[CH3:3])=[CH:10][CH:9]=1)[C:12]#[N:13]. The yield is 0.921. (7) The reactants are [O:1]1[CH:5]=[CH:4][N:3]=[CH:2]1.B.C1COCC1.[Li]C(C)(C)C.[C:17]([O:21][C:22]([N:24]1[CH2:29][CH2:28][CH:27]([CH:30]=[O:31])[CH2:26][CH2:25]1)=[O:23])([CH3:20])([CH3:19])[CH3:18]. The catalyst is C1COCC1. The product is [C:17]([O:21][C:22]([N:24]1[CH2:29][CH2:28][CH:27]([CH:30]([OH:31])[C:2]2[O:1][CH:5]=[CH:4][N:3]=2)[CH2:26][CH2:25]1)=[O:23])([CH3:20])([CH3:19])[CH3:18]. The yield is 0.710.